Dataset: Reaction yield outcomes from USPTO patents with 853,638 reactions. Task: Predict the reaction yield, written as a fraction of the theoretical maximum amount of product (1.0 means a 100% yield; for example, 0.34 means a 34% yield). (1) The reactants are CC(C)([O-])C.[K+].[NH:7]1[C:15]2[C:10](=[CH:11][CH:12]=[CH:13][CH:14]=2)[C:9]([CH2:16][C:17]([NH2:19])=[O:18])=[CH:8]1.[NH:20]1[C:28]2[C:23](=[CH:24][CH:25]=[CH:26][CH:27]=2)[C:22]([C:29](=O)[C:30](OC)=[O:31])=[CH:21]1.Cl. The catalyst is O1CCCC1.C(OCC)(=O)C. The product is [NH:7]1[C:15]2[C:10](=[CH:11][CH:12]=[CH:13][CH:14]=2)[C:9]([C:16]2[C:17](=[O:18])[NH:19][C:30](=[O:31])[C:29]=2[C:22]2[C:23]3[C:28](=[CH:27][CH:26]=[CH:25][CH:24]=3)[NH:20][CH:21]=2)=[CH:8]1. The yield is 0.802. (2) The reactants are Br[C:2]1[CH:3]=[C:4]([CH:11]=[C:12]([Cl:14])[CH:13]=1)[CH2:5][N:6]1[CH:10]=[CH:9][N:8]=[CH:7]1.[CH:15]([C:17]1[CH:22]=[CH:21][C:20]([N:23]2[CH2:28][CH2:27][N:26]([C:29](=[O:31])[CH3:30])[CH2:25][CH2:24]2)=[CH:19][CH:18]=1)=[CH2:16].C(N(CC)CC)C. The catalyst is O1CCCC1.CC([O-])=O.CC([O-])=O.[Pd+2]. The product is [N:6]1([CH2:5][C:4]2[CH:3]=[C:2]([CH:13]=[C:12]([Cl:14])[CH:11]=2)/[CH:16]=[CH:15]/[C:17]2[CH:18]=[CH:19][C:20]([N:23]3[CH2:24][CH2:25][N:26]([C:29](=[O:31])[CH3:30])[CH2:27][CH2:28]3)=[CH:21][CH:22]=2)[CH:10]=[CH:9][N:8]=[CH:7]1. The yield is 0.380.